This data is from Reaction yield outcomes from USPTO patents with 853,638 reactions. The task is: Predict the reaction yield, written as a fraction of the theoretical maximum amount of product (1.0 means a 100% yield; for example, 0.34 means a 34% yield). (1) The reactants are [CH:1]1([Mg]Cl)[CH2:6][CH2:5][CH2:4][CH2:3][CH2:2]1.[Cl-].[Li+].[CH2:11](Br)[CH2:12][C@H:13]([CH2:15][CH2:16][CH:17]=[C:18]([CH3:20])[CH3:19])[CH3:14]. The catalyst is C(OCC)C.C1COCC1.[Cu](Cl)Cl. The product is [CH3:14][C@@H:13]([CH2:15][CH2:16][CH:17]=[C:18]([CH3:20])[CH3:19])[CH2:12][CH2:11][CH:1]1[CH2:6][CH2:5][CH2:4][CH2:3][CH2:2]1. The yield is 0.760. (2) The reactants are [CH2:1]([N:8]([CH2:15][C:16]1[C:21](Cl)=[N:20][C:19]([N:23]([CH3:27])[CH:24]([CH3:26])[CH3:25])=[CH:18][N:17]=1)[CH2:9][C@@H:10]([OH:14])[CH2:11][O:12][CH3:13])[C:2]1[CH:7]=[CH:6][CH:5]=[CH:4][CH:3]=1.CC(C)([O-])C.[K+].O. The catalyst is CN(C=O)C. The product is [CH2:1]([N:8]1[CH2:15][C:16]2[N:17]=[CH:18][C:19]([N:23]([CH3:27])[CH:24]([CH3:26])[CH3:25])=[N:20][C:21]=2[O:14][C@@H:10]([CH2:11][O:12][CH3:13])[CH2:9]1)[C:2]1[CH:7]=[CH:6][CH:5]=[CH:4][CH:3]=1. The yield is 0.820. (3) The reactants are [NH2:1][CH2:2][C@@H:3]1[C@H:7]([OH:8])[CH2:6][N:5]([CH2:9][CH:10]2[C:20]3=[C:21]4[C:16](=[CH:17][CH:18]=[C:19]3[F:22])[CH:15]=[CH:14][C:13](=[O:23])[N:12]4[CH2:11]2)[CH2:4]1.[O:24]=[C:25]1[CH2:30][S:29][C:28]2[CH:31]=[CH:32][C:33]([CH:35]=O)=[N:34][C:27]=2[NH:26]1.[O-]S([O-])(=O)=O.[Na+].[Na+].C(O[BH-](OC(=O)C)OC(=O)C)(=O)C.[Na+]. No catalyst specified. The product is [F:22][C:19]1[C:20]2[CH:10]([CH2:9][N:5]3[CH2:4][C@H:3]([CH2:2][NH:1][CH2:35][C:33]4[CH:32]=[CH:31][C:28]5[S:29][CH2:30][C:25](=[O:24])[NH:26][C:27]=5[N:34]=4)[C@H:7]([OH:8])[CH2:6]3)[CH2:11][N:12]3[C:21]=2[C:16]([CH:15]=[CH:14][C:13]3=[O:23])=[CH:17][CH:18]=1. The yield is 0.470. (4) The reactants are [C:1]1([C:7]#[C:8][C:9]2[CH:28]=[CH:27][C:12]([CH2:13][NH:14][C:15]([C:17]3[CH:18]=[C:19]4[C:24](=[CH:25][CH:26]=3)[N:23]=[CH:22][CH:21]=[CH:20]4)=[O:16])=[CH:11][CH:10]=2)[CH:6]=[CH:5][CH:4]=[CH:3][CH:2]=1.N1C2C(=CC=CC=2)C=CC=1. The catalyst is [Pd].CC([O-])=O.CC([O-])=O.[Pb+2].O1CCCC1. The product is [CH:8](/[C:9]1[CH:28]=[CH:27][C:12]([CH2:13][NH:14][C:15]([C:17]2[CH:18]=[C:19]3[C:24](=[CH:25][CH:26]=2)[N:23]=[CH:22][CH:21]=[CH:20]3)=[O:16])=[CH:11][CH:10]=1)=[CH:7]/[C:1]1[CH:2]=[CH:3][CH:4]=[CH:5][CH:6]=1. The yield is 0.920. (5) The reactants are Br[C:2]1[CH:7]=[CH:6][CH:5]=[C:4](Br)[CH:3]=1.[CH2:9]([OH:14])[CH2:10][CH2:11][C:12]#[CH:13]. The catalyst is C(N(CC)CC)C.[Cu]I. The product is [OH:14][CH2:9][CH2:10][CH2:11][C:12]#[C:13][C:4]1[CH:3]=[C:2]([C:13]#[C:12][CH2:11][CH2:10][CH2:9][OH:14])[CH:7]=[CH:6][CH:5]=1. The yield is 0.940. (6) The reactants are [NH2:1][C:2]1[CH:6]=[CH:5][S:4][C:3]=1[S:7]([NH2:10])(=[O:9])=[O:8].[Br:11][C:12]1[CH:17]=[CH:16][C:15]([CH2:18][CH2:19][S:20](Cl)(=[O:22])=[O:21])=[CH:14][CH:13]=1. The catalyst is N1C=CC=CC=1.C(OCC)(=O)C. The product is [Br:11][C:12]1[CH:13]=[CH:14][C:15]([CH2:18][CH2:19][S:20]([NH:1][C:2]2[CH:6]=[CH:5][S:4][C:3]=2[S:7]([NH2:10])(=[O:9])=[O:8])(=[O:22])=[O:21])=[CH:16][CH:17]=1. The yield is 0.670. (7) The reactants are Cl.[CH3:2][NH:3][O:4][CH3:5].[F:6][C:7]([F:18])([F:17])[C:8]1[CH:16]=[CH:15][C:11]([C:12](Cl)=[O:13])=[CH:10][CH:9]=1.FC(F)(F)C1C=CC(C(O)=O)=CC=1.N1C=CC=CC=1. The catalyst is O=S(Cl)Cl.C(Cl)Cl. The product is [CH3:5][O:4][N:3]([CH3:2])[C:12](=[O:13])[C:11]1[CH:15]=[CH:16][C:8]([C:7]([F:18])([F:17])[F:6])=[CH:9][CH:10]=1. The yield is 0.900. (8) The reactants are Br[CH2:2][C:3]1[C:4]([Cl:13])=[C:5]([CH:10]=[CH:11][CH:12]=1)[C:6]([O:8][CH3:9])=[O:7].[O-][C:15]#[N:16].[Na+]. The catalyst is CN(C)C=O.C(OCC)(=O)C.CCCCCC. The product is [Cl:13][C:4]1[C:3]([CH2:2][C:15]#[N:16])=[CH:12][CH:11]=[CH:10][C:5]=1[C:6]([O:8][CH3:9])=[O:7]. The yield is 0.790. (9) The reactants are [N:1]([CH:4]1[CH2:12][C:11]2[C:6](=[CH:7][CH:8]=[C:9]([C:13]3[N:17]=[CH:16][N:15]([C:18]4[CH:23]=[CH:22][C:21]([O:24][C:25]([F:28])([F:27])[F:26])=[CH:20][CH:19]=4)[N:14]=3)[CH:10]=2)[CH2:5]1)=[C:2]=[O:3].C(=O)([O-])[O-].[Cs+].[Cs+].[CH:35]([C:38]1[CH:43]=[CH:42][C:41]([CH3:44])=[CH:40][C:39]=1[N:45]1[CH2:50][CH:49]([CH3:51])[CH2:48][S:47][C:46]1=[NH:52])([CH3:37])[CH3:36]. The catalyst is C(#N)C.C(OCC)(=O)C. The product is [CH:35]([C:38]1[CH:43]=[CH:42][C:41]([CH3:44])=[CH:40][C:39]=1[N:45]1[CH2:50][CH:49]([CH3:51])[CH2:48][S:47]/[C:46]/1=[N:52]\[C:2]([NH:1][CH:4]1[CH2:12][C:11]2[C:6](=[CH:7][CH:8]=[C:9]([C:13]3[N:17]=[CH:16][N:15]([C:18]4[CH:23]=[CH:22][C:21]([O:24][C:25]([F:27])([F:26])[F:28])=[CH:20][CH:19]=4)[N:14]=3)[CH:10]=2)[CH2:5]1)=[O:3])([CH3:37])[CH3:36]. The yield is 0.170. (10) The yield is 0.600. The product is [C@@H:54]1([NH:53][C:43]([C:42]2[CH:47]=[CH:48][CH:49]=[C:40]([C:9]3[C:10]4[C:15](=[CH:14][CH:13]=[C:12]([C:16]5[N:20]=[CH:19][N:18]([C:21]([C:28]6[CH:29]=[CH:30][CH:31]=[CH:32][CH:33]=6)([C:34]6[CH:39]=[CH:38][CH:37]=[CH:36][CH:35]=6)[C:22]6[CH:27]=[CH:26][CH:25]=[CH:24][CH:23]=6)[N:17]=5)[CH:11]=4)[N:7]([CH:2]4[CH2:3][CH2:4][CH2:5][CH2:6][O:1]4)[N:8]=3)[CH:41]=2)=[O:44])[C:62]2[C:57](=[CH:58][CH:59]=[CH:60][CH:61]=2)[CH2:56][CH2:55]1. The reactants are [O:1]1[CH2:6][CH2:5][CH2:4][CH2:3][CH:2]1[N:7]1[C:15]2[C:10](=[CH:11][C:12]([C:16]3[N:20]=[CH:19][N:18]([C:21]([C:34]4[CH:39]=[CH:38][CH:37]=[CH:36][CH:35]=4)([C:28]4[CH:33]=[CH:32][CH:31]=[CH:30][CH:29]=4)[C:22]4[CH:27]=[CH:26][CH:25]=[CH:24][CH:23]=4)[N:17]=3)=[CH:13][CH:14]=2)[C:9]([C:40]2[CH:41]=[C:42]([CH:47]=[CH:48][CH:49]=2)[C:43](OC)=[O:44])=[N:8]1.O.[OH-].[Li+].[NH2:53][C@@H:54]1[C:62]2[C:57](=[CH:58][CH:59]=[CH:60][CH:61]=2)[CH2:56][CH2:55]1.O.ON1C2C=CC=CC=2N=N1.Cl.CN(C)CCCN=C=NCC. The catalyst is O1CCCC1.O1CCCC1.O.